The task is: Predict which catalyst facilitates the given reaction.. This data is from Catalyst prediction with 721,799 reactions and 888 catalyst types from USPTO. Reactant: [CH3:1][N:2]1[CH:6]=[N:5][C:4]([C:7]2[S:11][C:10]([C:12]3[CH2:13][CH2:14][NH:15][CH2:16][CH:17]=3)=[CH:9][CH:8]=2)=[N:3]1.[Cl:18][CH2:19][C:20](Cl)=[O:21]. Product: [Cl:18][CH2:19][C:20]([N:15]1[CH2:14][CH:13]=[C:12]([C:10]2[S:11][C:7]([C:4]3[N:5]=[CH:6][N:2]([CH3:1])[N:3]=3)=[CH:8][CH:9]=2)[CH2:17][CH2:16]1)=[O:21]. The catalyst class is: 4.